This data is from NCI-60 drug combinations with 297,098 pairs across 59 cell lines. The task is: Regression. Given two drug SMILES strings and cell line genomic features, predict the synergy score measuring deviation from expected non-interaction effect. Drug 1: CC1C(C(CC(O1)OC2CC(CC3=C2C(=C4C(=C3O)C(=O)C5=C(C4=O)C(=CC=C5)OC)O)(C(=O)C)O)N)O.Cl. Drug 2: CC1C(C(=O)NC(C(=O)N2CCCC2C(=O)N(CC(=O)N(C(C(=O)O1)C(C)C)C)C)C(C)C)NC(=O)C3=C4C(=C(C=C3)C)OC5=C(C(=O)C(=C(C5=N4)C(=O)NC6C(OC(=O)C(N(C(=O)CN(C(=O)C7CCCN7C(=O)C(NC6=O)C(C)C)C)C)C(C)C)C)N)C. Cell line: U251. Synergy scores: CSS=36.9, Synergy_ZIP=0.499, Synergy_Bliss=1.25, Synergy_Loewe=0.569, Synergy_HSA=1.64.